This data is from Full USPTO retrosynthesis dataset with 1.9M reactions from patents (1976-2016). The task is: Predict the reactants needed to synthesize the given product. (1) Given the product [C:21]([O:20][C:18]([N:1]([C:2]1[CH:16]=[CH:15][C:5]([C:6](=[O:7])[C:8]2[CH:13]=[CH:12][C:11]([Cl:14])=[CH:10][CH:9]=2)=[CH:4][C:3]=1[CH3:17])[C:33](=[O:36])[O:34][C:3]([CH3:17])([CH3:4])[CH3:2])=[O:19])([CH3:24])([CH3:23])[CH3:22], predict the reactants needed to synthesize it. The reactants are: [NH2:1][C:2]1[CH:16]=[CH:15][C:5]([C:6]([C:8]2[CH:13]=[CH:12][C:11]([Cl:14])=[CH:10][CH:9]=2)=[O:7])=[CH:4][C:3]=1[CH3:17].[C:18](O[C:18]([O:20][C:21]([CH3:24])([CH3:23])[CH3:22])=[O:19])([O:20][C:21]([CH3:24])([CH3:23])[CH3:22])=[O:19].[C:33](=[O:36])([O-])[O-:34].[K+].[K+]. (2) Given the product [NH2:38][C@@H:17]([CH2:16][C:11]1[CH:12]=[C:13]([F:15])[CH:14]=[C:9]([F:8])[CH:10]=1)[C@H:18]([OH:37])[CH2:19][NH:20][CH2:21][C:22]1[CH:27]=[C:26]([C:28]([F:29])([F:30])[F:31])[CH:25]=[CH:24][C:23]=1[CH2:32][CH2:33][CH2:34][CH:35]=[CH2:36], predict the reactants needed to synthesize it. The reactants are: FC(F)(F)C(O)=O.[F:8][C:9]1[CH:10]=[C:11]([CH2:16][C@H:17]([NH:38]C(=O)OCC2C=CC=CC=2)[C@H:18]([OH:37])[CH2:19][NH:20][CH2:21][C:22]2[CH:27]=[C:26]([C:28]([F:31])([F:30])[F:29])[CH:25]=[CH:24][C:23]=2[CH2:32][CH2:33][CH2:34][CH:35]=[CH2:36])[CH:12]=[C:13]([F:15])[CH:14]=1.O.[OH-].[Ba+2].[OH-]. (3) Given the product [CH3:1][O:2][C:3]1[CH:8]=[CH:7][C:6]([CH2:9][CH2:10][CH2:11][Br:14])=[CH:5][CH:4]=1, predict the reactants needed to synthesize it. The reactants are: [CH3:1][O:2][C:3]1[CH:8]=[CH:7][C:6]([CH2:9][CH2:10][CH2:11]O)=[CH:5][CH:4]=1.P(Br)(Br)[Br:14]. (4) Given the product [CH3:12][O:13][C:14]([C@H:16]1[CH2:21][CH2:20][C@H:19]([CH2:22][NH:23][C:6]2[C:5]([N+:9]([O-:11])=[O:10])=[CH:4][N:3]=[C:2]([N:37]([CH2:36][CH2:35][O:34][CH3:33])[CH3:38])[N:7]=2)[CH2:18][CH2:17]1)=[O:15], predict the reactants needed to synthesize it. The reactants are: Cl[C:2]1[N:7]=[C:6](Cl)[C:5]([N+:9]([O-:11])=[O:10])=[CH:4][N:3]=1.[CH3:12][O:13][C:14]([CH:16]1[CH2:21][CH2:20][CH:19]([CH2:22][NH2:23])[CH2:18][CH2:17]1)=[O:15].CCN(C(C)C)C(C)C.[CH3:33][O:34][CH2:35][CH2:36][NH:37][CH3:38]. (5) Given the product [Br-:1].[NH2:27][CH2:26][CH2:25][CH2:24][N+:23]([CH3:39])([CH3:38])[CH2:22][CH:21]([O:20][CH2:2][CH2:3][CH2:4][CH2:5][CH2:6][CH2:7][CH2:8][CH2:9][CH2:10][CH2:11][CH2:12][CH2:13][CH2:14][CH2:15][CH2:16][CH2:17][CH2:18][CH3:19])[CH2:40][O:41][CH2:42][CH2:43][CH2:44][CH2:45][CH2:46][CH2:47][CH2:48][CH2:49][CH2:50][CH2:51][CH2:52][CH2:53][CH2:54][CH2:55][CH2:56][CH2:57][CH2:58][CH3:59], predict the reactants needed to synthesize it. The reactants are: [Br-:1].[CH2:2]([O:20][CH:21]([CH2:40][O:41][CH2:42][CH2:43][CH2:44][CH2:45][CH2:46][CH2:47][CH2:48][CH2:49][CH2:50][CH2:51][CH2:52][CH2:53][CH2:54][CH2:55][CH2:56][CH2:57][CH2:58][CH3:59])[CH2:22][N+:23]([CH3:39])([CH3:38])[CH2:24][CH2:25][CH2:26][N:27]1C(=O)C2C(=CC=CC=2)C1=O)[CH2:3][CH2:4][CH2:5][CH2:6][CH2:7][CH2:8][CH2:9][CH2:10][CH2:11][CH2:12][CH2:13][CH2:14][CH2:15][CH2:16][CH2:17][CH2:18][CH3:19].NN. (6) Given the product [NH2:23][C@H:21]([CH3:22])[CH2:20][NH:19][C:7]1[C:8]2=[C:9]3[C:14](=[CH:15][CH:16]=[C:17]2[S:18][C:6]=1[C:4]([O:3][CH2:1][CH3:2])=[O:5])[N:13]=[CH:12][CH:11]=[CH:10]3, predict the reactants needed to synthesize it. The reactants are: [CH2:1]([O:3][C:4]([C:6]1[S:18][C:17]2[C:8](=[C:9]3[C:14](=[CH:15][CH:16]=2)[N:13]=[CH:12][CH:11]=[CH:10]3)[C:7]=1[NH:19][CH2:20][C@H:21]([NH:23]C(OC(C)(C)C)=O)[CH3:22])=[O:5])[CH3:2]. (7) Given the product [CH:8]([C:6]1[S:7][C:3]([CH2:2][S:12][CH2:11][C:10]([O:14][CH3:15])=[O:13])=[CH:4][CH:5]=1)=[O:9], predict the reactants needed to synthesize it. The reactants are: Br[CH2:2][C:3]1[S:7][C:6]([CH:8]=[O:9])=[CH:5][CH:4]=1.[C:10]([O:14][CH3:15])(=[O:13])[CH2:11][SH:12].C(=O)([O-])[O-].[K+].[K+]. (8) Given the product [C:21]([O:25][C:26](=[O:42])[CH2:27][CH2:28][N:29]1[CH2:34][CH2:33][S:32][CH:31]([C:35]2[CH:40]=[CH:39][C:38]([O:50][CH2:43][C:44]3[CH:49]=[CH:48][CH:47]=[CH:46][CH:45]=3)=[CH:37][CH:36]=2)[CH2:30]1)([CH3:24])([CH3:23])[CH3:22], predict the reactants needed to synthesize it. The reactants are: N1C2C(=CC=C3C=2N=CC=C3)C=CC=1.C([O-])([O-])=O.[Cs+].[Cs+].[C:21]([O:25][C:26](=[O:42])[CH2:27][CH2:28][N:29]1[CH2:34][CH2:33][S:32][CH:31]([C:35]2[CH:40]=[CH:39][C:38](I)=[CH:37][CH:36]=2)[CH2:30]1)([CH3:24])([CH3:23])[CH3:22].[CH2:43]([OH:50])[C:44]1[CH:49]=[CH:48][CH:47]=[CH:46][CH:45]=1.